From a dataset of Forward reaction prediction with 1.9M reactions from USPTO patents (1976-2016). Predict the product of the given reaction. (1) Given the reactants [NH2:1][C@H:2]1[CH2:6][CH2:5][N:4]([C:7]2[CH:16]=[C:15]3[C:10]([CH2:11][CH2:12][N:13]([C:17]([O:19][C:20]([CH3:23])([CH3:22])[CH3:21])=[O:18])[CH2:14]3)=[CH:9][CH:8]=2)[C:3]1=[O:24].[Cl:25][C:26]1[CH:27]=[C:28]2[C:33](=[CH:34][CH:35]=1)[CH:32]=[C:31]([S:36](Cl)(=[O:38])=[O:37])[CH:30]=[CH:29]2, predict the reaction product. The product is: [Cl:25][C:26]1[CH:27]=[C:28]2[C:33](=[CH:34][CH:35]=1)[CH:32]=[C:31]([S:36]([NH:1][C@H:2]1[CH2:6][CH2:5][N:4]([C:7]3[CH:16]=[C:15]4[C:10]([CH2:11][CH2:12][N:13]([C:17]([O:19][C:20]([CH3:21])([CH3:23])[CH3:22])=[O:18])[CH2:14]4)=[CH:9][CH:8]=3)[C:3]1=[O:24])(=[O:38])=[O:37])[CH:30]=[CH:29]2. (2) Given the reactants [Cl:1][C:2]1[CH:7]=[CH:6][C:5]([S:8]([NH:11][C@H:12]([C:15]2[CH:20]=[CH:19][CH:18]=[CH:17][CH:16]=2)[CH2:13][CH3:14])(=[O:10])=[O:9])=[CH:4][CH:3]=1.Br[CH2:22][C:23]1[CH:32]=[CH:31][C:26]([C:27]([O:29][CH3:30])=[O:28])=[C:25]([F:33])[CH:24]=1.C([O-])([O-])=O.[K+].[K+], predict the reaction product. The product is: [Cl:1][C:2]1[CH:7]=[CH:6][C:5]([S:8]([N:11]([CH2:22][C:23]2[CH:32]=[CH:31][C:26]([C:27]([O:29][CH3:30])=[O:28])=[C:25]([F:33])[CH:24]=2)[C@H:12]([C:15]2[CH:16]=[CH:17][CH:18]=[CH:19][CH:20]=2)[CH2:13][CH3:14])(=[O:10])=[O:9])=[CH:4][CH:3]=1. (3) Given the reactants [CH2:1]([O:3][C:4](=[O:20])[CH:5]([O:17][CH2:18][CH3:19])[CH2:6][C:7]1[CH:8]=[C:9]2[C:13](=[CH:14][CH:15]=1)[NH:12][C:11]([CH3:16])=[CH:10]2)[CH3:2].Cl[CH2:22][C:23]1[N:24]=[C:25]([C:29]2[CH:34]=[CH:33][C:32]([CH:35]([CH3:37])[CH3:36])=[CH:31][CH:30]=2)[O:26][C:27]=1[CH3:28], predict the reaction product. The product is: [CH2:1]([O:3][C:4](=[O:20])[CH:5]([O:17][CH2:18][CH3:19])[CH2:6][C:7]1[CH:8]=[C:9]2[C:13](=[CH:14][CH:15]=1)[N:12]([CH2:22][C:23]1[N:24]=[C:25]([C:29]3[CH:30]=[CH:31][C:32]([CH:35]([CH3:37])[CH3:36])=[CH:33][CH:34]=3)[O:26][C:27]=1[CH3:28])[C:11]([CH3:16])=[CH:10]2)[CH3:2]. (4) Given the reactants [CH2:1]([NH:4][CH:5]1[CH2:10][CH2:9][N:8]([CH2:11][C:12]2[CH:17]=[CH:16][N:15]=[C:14]([C:18]3[CH:23]=[C:22]([O:24][CH3:25])[C:21]([O:26][CH3:27])=[C:20]([O:28][CH3:29])[CH:19]=3)[CH:13]=2)[CH2:7][CH2:6]1)[C:2]#[CH:3].[Cl:30][CH2:31][C:32]1[CH:37]=[CH:36][N:35]=[C:34]([C:38]2[CH:43]=[C:42]([O:44][CH3:45])[C:41]([O:46][CH3:47])=[C:40]([O:48][CH3:49])[CH:39]=2)[CH:33]=1, predict the reaction product. The product is: [ClH:30].[ClH:30].[ClH:30].[ClH:30].[CH2:1]([N:4]([CH:5]1[CH2:6][CH2:7][N:8]([CH2:11][C:12]2[CH:17]=[CH:16][N:15]=[C:14]([C:18]3[CH:19]=[C:20]([O:28][CH3:29])[C:21]([O:26][CH3:27])=[C:22]([O:24][CH3:25])[CH:23]=3)[CH:13]=2)[CH2:9][CH2:10]1)[CH2:31][C:32]1[CH:37]=[CH:36][N:35]=[C:34]([C:38]2[CH:43]=[C:42]([O:44][CH3:45])[C:41]([O:46][CH3:47])=[C:40]([O:48][CH3:49])[CH:39]=2)[CH:33]=1)[C:2]#[CH:3]. (5) Given the reactants [C:1]([O:5][C:6]([N:8]1[CH2:13][C@H:12]([CH2:14][F:15])[NH:11][CH2:10][C@H:9]1[CH3:16])=[O:7])([CH3:4])([CH3:3])[CH3:2].C(=O)([O-])[O-].[K+].[K+].Br[CH2:24][C:25]([O:27][CH2:28][C:29]1[CH:34]=[CH:33][CH:32]=[CH:31][CH:30]=1)=[O:26].C(#N)C, predict the reaction product. The product is: [C:1]([O:5][C:6]([N:8]1[CH2:13][C@H:12]([CH2:14][F:15])[N:11]([CH2:24][C:25]([O:27][CH2:28][C:29]2[CH:34]=[CH:33][CH:32]=[CH:31][CH:30]=2)=[O:26])[CH2:10][C@H:9]1[CH3:16])=[O:7])([CH3:4])([CH3:3])[CH3:2]. (6) Given the reactants Cl[S:2]([C:5]1[CH:6]=[C:7]([CH:12]=[CH:13][C:14]=1[O:15][CH3:16])[C:8]([O:10][CH3:11])=[O:9])(=[O:4])=[O:3].C(N(C(C)C)CC)(C)C.[CH3:26][NH:27][CH:28]1[CH2:33][CH2:32][CH2:31][CH2:30][CH2:29]1, predict the reaction product. The product is: [CH3:11][O:10][C:8](=[O:9])[C:7]1[CH:12]=[CH:13][C:14]([O:15][CH3:16])=[C:5]([S:2](=[O:4])(=[O:3])[N:27]([CH:28]2[CH2:33][CH2:32][CH2:31][CH2:30][CH2:29]2)[CH3:26])[CH:6]=1. (7) The product is: [CH3:13][O:12][C:10]1[CH:9]=[C:8]([O:14][CH3:15])[CH:7]=[C:6]2[C:11]=1[C:2]([NH:16][C:17]1[CH:21]=[C:20]([CH2:22][C:23]([NH:25][C:26]3[CH:31]=[CH:30][CH:29]=[C:28]([F:32])[CH:27]=3)=[O:24])[NH:19][N:18]=1)=[N:3][CH:4]=[N:5]2. Given the reactants Cl[C:2]1[C:11]2[C:6](=[CH:7][C:8]([O:14][CH3:15])=[CH:9][C:10]=2[O:12][CH3:13])[N:5]=[CH:4][N:3]=1.[NH2:16][C:17]1[CH:21]=[C:20]([CH2:22][C:23]([NH:25][C:26]2[CH:31]=[CH:30][CH:29]=[C:28]([F:32])[CH:27]=2)=[O:24])[NH:19][N:18]=1.C(OCC)C, predict the reaction product.